Dataset: Reaction yield outcomes from USPTO patents with 853,638 reactions. Task: Predict the reaction yield, written as a fraction of the theoretical maximum amount of product (1.0 means a 100% yield; for example, 0.34 means a 34% yield). (1) The reactants are [C:1]1([S:7][CH2:8][C@H:9]([NH:14][C:15]2[CH:20]=[CH:19][C:18]([S:21](=[O:24])(=[O:23])[NH2:22])=[CH:17][C:16]=2[S:25]([C:28]([F:31])([F:30])[F:29])(=[O:27])=[O:26])[CH2:10][C:11](O)=[O:12])[CH:6]=[CH:5][CH:4]=[CH:3][CH:2]=1.[CH2:32]([N:34]([CH2:37][C@@H:38]1[CH2:43][O:42][CH2:41][CH2:40][N:39]1C(OC(C)(C)C)=O)[CH2:35][CH3:36])[CH3:33].CCN(C(C)C)C(C)C.CN(C(ON1N=NC2C=CC=NC1=2)=[N+](C)C)C.F[P-](F)(F)(F)(F)F. The catalyst is CC(N(C)C)=O.C(OCC)(=O)C. The product is [CH2:32]([N:34]([CH2:37][C@H:38]1[N:39]([C:11](=[O:12])[CH2:10][C@@H:9]([NH:14][C:15]2[CH:20]=[CH:19][C:18]([S:21]([NH2:22])(=[O:23])=[O:24])=[CH:17][C:16]=2[S:25]([C:28]([F:29])([F:31])[F:30])(=[O:27])=[O:26])[CH2:8][S:7][C:1]2[CH:2]=[CH:3][CH:4]=[CH:5][CH:6]=2)[CH2:40][CH2:41][O:42][CH2:43]1)[CH2:35][CH3:36])[CH3:33]. The yield is 0.305. (2) The reactants are [N:1]([C:4]1[CH:11]=[CH:10][C:7]([C:8]#[N:9])=[C:6]([C:12]([F:15])([F:14])[F:13])[CH:5]=1)=[C:2]=[S:3].[CH3:16][C:17]([NH:21][C:22]1[CH:27]=[CH:26][CH:25]=[CH:24][CH:23]=1)([CH3:20])[C:18]#N.C[OH:29].Cl. The catalyst is CN(C=O)C.O. The product is [C:22]1([N:21]2[C:17]([CH3:16])([CH3:20])[C:18](=[O:29])[N:1]([C:4]3[CH:11]=[CH:10][C:7]([C:8]#[N:9])=[C:6]([C:12]([F:13])([F:15])[F:14])[CH:5]=3)[C:2]2=[S:3])[CH:27]=[CH:26][CH:25]=[CH:24][CH:23]=1. The yield is 0.710. (3) The reactants are C[O:2][C:3](=[O:14])[C:4]1[CH:9]=[CH:8][CH:7]=[C:6]([C:10](=[NH:13])[NH:11][OH:12])[CH:5]=1.C(N(C(C)C)CC)(C)C.[F:24][C:25]1[CH:33]=[CH:32][CH:31]=[CH:30][C:26]=1[C:27](Cl)=O. The catalyst is C1COCC1. The product is [F:24][C:25]1[CH:33]=[CH:32][CH:31]=[CH:30][C:26]=1[C:27]1[O:12][N:11]=[C:10]([C:6]2[CH:5]=[C:4]([CH:9]=[CH:8][CH:7]=2)[C:3]([OH:2])=[O:14])[N:13]=1. The yield is 0.830.